From a dataset of Forward reaction prediction with 1.9M reactions from USPTO patents (1976-2016). Predict the product of the given reaction. (1) Given the reactants Cl.[Cl:2][C:3]1[N:4]=[C:5]([N:12]2[CH2:17][CH2:16][O:15][CH2:14][C@@H:13]2[CH3:18])[C:6]2[CH2:11][NH:10][CH2:9][C:7]=2[N:8]=1.[CH3:19][C:20]([CH:23]=O)([CH3:22])[CH3:21].C(N(CC)CC)C.C(O[BH-](OC(=O)C)OC(=O)C)(=O)C.[Na+], predict the reaction product. The product is: [Cl:2][C:3]1[N:4]=[C:5]([N:12]2[CH2:17][CH2:16][O:15][CH2:14][C@@H:13]2[CH3:18])[C:6]2[CH2:11][N:10]([CH2:19][C:20]([CH3:23])([CH3:22])[CH3:21])[CH2:9][C:7]=2[N:8]=1. (2) Given the reactants [F:1][C:2]1[CH:7]=[CH:6][C:5]([C@@H:8]2[CH2:13][C:12](=[O:14])[CH:11]=[CH:10][NH:9]2)=[CH:4][CH:3]=1.[Li]CCCC.CCCCCC.[Br:26][C:27]1[CH:32]=[C:31]([F:33])[C:30]([O:34][CH2:35][CH2:36][O:37][Si:38]([C:41]([CH3:44])([CH3:43])[CH3:42])([CH3:40])[CH3:39])=[CH:29][C:28]=1[CH:45]([C:80](=[O:82])C)C(C)(C)C(OC(=O)C(C)(C)[CH:45]([C:80](=[O:82])C)[C:28]1[CH:29]=[C:30]([O:34][CH2:35][CH2:36][O:37][Si:38]([CH3:39])([CH3:40])[C:41]([CH3:42])([CH3:43])[CH3:44])[C:31]([F:33])=[CH:32][C:27]=1[Br:26])=O.[Cl-].[NH4+], predict the reaction product. The product is: [Br:26][C:27]1[CH:32]=[C:31]([F:33])[C:30]([O:34][CH2:35][CH2:36][O:37][Si:38]([C:41]([CH3:42])([CH3:43])[CH3:44])([CH3:39])[CH3:40])=[CH:29][C:28]=1[CH2:45][C:80]([N:9]1[CH:10]=[CH:11][C:12](=[O:14])[CH2:13][CH:8]1[C:5]1[CH:6]=[CH:7][C:2]([F:1])=[CH:3][CH:4]=1)=[O:82]. (3) Given the reactants [Cl-].[C:2]([NH:5][C:6]1[S:7][CH:8]=[C:9]([CH2:11][P+](C2C=CC=CC=2)(C2C=CC=CC=2)C2C=CC=CC=2)[N:10]=1)(=[O:4])[CH3:3].CC(C)([O-])C.[K+].[CH:37]([C:39]1[CH:40]=[C:41](/[CH:44]=[CH:45]/[C:46]([O:48][CH3:49])=[O:47])[S:42][CH:43]=1)=O.Cl.[Cl-].[Na+], predict the reaction product. The product is: [C:2]([NH:5][C:6]1[S:7][CH:8]=[C:9]([CH:11]=[CH:37][C:39]2[CH:40]=[C:41](/[CH:44]=[CH:45]/[C:46]([O:48][CH3:49])=[O:47])[S:42][CH:43]=2)[N:10]=1)(=[O:4])[CH3:3]. (4) Given the reactants [O-]P([O-])([O-])=O.[K+].[K+].[K+].[CH2:9]([NH2:16])[C:10]1[CH:15]=[CH:14][CH:13]=[CH:12][CH:11]=1.I[C:18]1[CH:25]=[CH:24][C:21]([C:22]#[N:23])=[CH:20][CH:19]=1.C(O)CO, predict the reaction product. The product is: [CH2:9]([NH:16][C:18]1[CH:25]=[CH:24][C:21]([C:22]#[N:23])=[CH:20][CH:19]=1)[C:10]1[CH:15]=[CH:14][CH:13]=[CH:12][CH:11]=1. (5) The product is: [F:20][C:21]1[C:26]([O:27][CH3:28])=[CH:25][C:24]2[C:29]3([CH2:39][O:40][C:23]=2[CH:22]=1)[C:37]1[C:32](=[CH:33][CH:34]=[CH:35][CH:36]=1)[N:31]([CH2:2][C:3]1[O:7][C:6]([C:8]([F:11])([F:10])[F:9])=[CH:5][CH:4]=1)[C:30]3=[O:38]. Given the reactants Br[CH2:2][C:3]1[O:7][C:6]([C:8]([F:11])([F:10])[F:9])=[CH:5][CH:4]=1.BrCC1CCCCO1.[F:20][C:21]1[C:26]([O:27][CH3:28])=[CH:25][C:24]2[C:29]3([CH2:39][O:40][C:23]=2[CH:22]=1)[C:37]1[C:32](=[CH:33][CH:34]=[CH:35][CH:36]=1)[NH:31][C:30]3=[O:38], predict the reaction product.